Dataset: Reaction yield outcomes from USPTO patents with 853,638 reactions. Task: Predict the reaction yield, written as a fraction of the theoretical maximum amount of product (1.0 means a 100% yield; for example, 0.34 means a 34% yield). (1) The yield is 0.290. No catalyst specified. The reactants are [O:1]=[C:2]1[CH2:10][C:9]2[C:4](=[CH:5][CH:6]=[C:7]([C:11]([OH:13])=O)[CH:8]=2)[NH:3]1.[NH:14]1[CH2:19][CH2:18][CH2:17][C@@H:16]2[C:20]3[CH:21]=[CH:22][CH:23]=[CH:24][C:25]=3[CH2:26][C@H:15]12.F[P-](F)(F)(F)(F)F.N1(OC(N(C)C)=[N+](C)C)C2N=CC=CC=2N=N1. The product is [N:14]1([C:11]([C:7]2[CH:8]=[C:9]3[C:4](=[CH:5][CH:6]=2)[NH:3][C:2](=[O:1])[CH2:10]3)=[O:13])[CH2:19][CH2:18][CH2:17][C@@H:16]2[C:20]3[CH:21]=[CH:22][CH:23]=[CH:24][C:25]=3[CH2:26][C@H:15]12. (2) The reactants are Cl.[NH2:2][CH2:3][C:4]1[CH:5]=[C:6]2[C:10](=[CH:11][CH:12]=1)[C:9](=[O:13])[N:8]([CH:14]1[CH2:19][CH2:18][C:17](=[O:20])[NH:16][C:15]1=[O:21])[CH2:7]2.[CH3:22][N:23]([CH3:36])[C:24]1[CH:25]=[C:26]([C:30]([F:35])([F:34])[C:31](O)=[O:32])[CH:27]=[CH:28][CH:29]=1.C(N(CC)C(C)C)(C)C.F[P-](F)(F)(F)(F)F.CN(C(N(C)C)=[N+]1C2C(=NC=CC=2)[N+]([O-])=N1)C. The catalyst is CN(C)C=O.O. The product is [CH3:22][N:23]([CH3:36])[C:24]1[CH:25]=[C:26]([C:30]([F:34])([F:35])[C:31]([NH:2][CH2:3][C:4]2[CH:5]=[C:6]3[C:10](=[CH:11][CH:12]=2)[C:9](=[O:13])[N:8]([CH:14]2[CH2:19][CH2:18][C:17](=[O:20])[NH:16][C:15]2=[O:21])[CH2:7]3)=[O:32])[CH:27]=[CH:28][CH:29]=1. The yield is 0.130. (3) The product is [CH3:31][O:32][CH2:33][CH2:34][O:35][CH2:2][C:3]1[CH:28]=[CH:27][C:6]([C:7]([NH:9][C:10]2[S:11][C:12]3[C:18]([N:19]4[CH2:24][CH2:23][O:22][CH2:21][CH2:20]4)=[CH:17][CH:16]=[C:15]([O:25][CH3:26])[C:13]=3[N:14]=2)=[O:8])=[CH:5][CH:4]=1. No catalyst specified. The yield is 0.700. The reactants are Cl[CH2:2][C:3]1[CH:28]=[CH:27][C:6]([C:7]([NH:9][C:10]2[S:11][C:12]3[C:18]([N:19]4[CH2:24][CH2:23][O:22][CH2:21][CH2:20]4)=[CH:17][CH:16]=[C:15]([O:25][CH3:26])[C:13]=3[N:14]=2)=[O:8])=[CH:5][CH:4]=1.[H-].[Na+].[CH3:31][O:32][CH2:33][CH2:34][OH:35]. (4) The reactants are [Br:1][C:2]1[C:3]([F:13])=[C:4]([OH:12])[C:5]([C:8]([CH3:11])([CH3:10])[CH3:9])=[CH:6][CH:7]=1.Cl[C:15]1[N:20]=[CH:19][CH:18]=[CH:17][N:16]=1.C(=O)([O-])[O-].[Cs+].[Cs+]. The catalyst is C(#N)C. The product is [Br:1][C:2]1[C:3]([F:13])=[C:4]([C:5]([C:8]([CH3:10])([CH3:9])[CH3:11])=[CH:6][CH:7]=1)[O:12][C:15]1[N:20]=[CH:19][CH:18]=[CH:17][N:16]=1. The yield is 0.510.